Dataset: Full USPTO retrosynthesis dataset with 1.9M reactions from patents (1976-2016). Task: Predict the reactants needed to synthesize the given product. (1) Given the product [CH3:1][O:2][C:3](=[O:11])[C:4]1[CH:9]=[C:8]([I:29])[C:7]([NH2:10])=[N:6][CH:5]=1, predict the reactants needed to synthesize it. The reactants are: [CH3:1][O:2][C:3](=[O:11])[C:4]1[CH:9]=[CH:8][C:7]([NH2:10])=[N:6][CH:5]=1.[B-](F)(F)(F)F.C1C=CN=CC=1.C1C=CN=CC=1.[IH2+:29]. (2) Given the product [OH:1][C:2]1[C:11]2[C:6](=[CH:7][CH:8]=[CH:9][CH:10]=2)[C:5]([CH2:15][CH2:16][CH3:17])([CH2:12][CH2:13][CH3:14])[C:4](=[O:18])[C:3]=1[C:19]1[NH:24][C:23]2[CH:25]=[CH:26][C:27]([NH:29][S:30]([NH2:33])(=[O:32])=[O:31])=[CH:28][C:22]=2[S:21](=[O:44])(=[O:45])[N:20]=1, predict the reactants needed to synthesize it. The reactants are: [OH:1][C:2]1[C:11]2[C:6](=[CH:7][CH:8]=[CH:9][CH:10]=2)[C:5]([CH2:15][CH2:16][CH3:17])([CH2:12][CH2:13][CH3:14])[C:4](=[O:18])[C:3]=1[C:19]1[NH:24][C:23]2[CH:25]=[CH:26][C:27]([NH:29][S:30]([NH:33]C(=O)OCC3C=CC=CC=3)(=[O:32])=[O:31])=[CH:28][C:22]=2[S:21](=[O:45])(=[O:44])[N:20]=1. (3) Given the product [F:23][C:20]1([F:24])[CH2:21][CH2:22][N:17]([C:15]([C:13]2[NH:12][C:9]3=[N:10][CH:11]=[C:6]([O:5][CH2:4][CH2:3][CH2:2][N:28]4[CH2:29][CH2:30][CH2:31][C@H:27]4[CH3:26])[CH:7]=[C:8]3[CH:14]=2)=[O:16])[CH2:18][CH2:19]1, predict the reactants needed to synthesize it. The reactants are: Cl[CH2:2][CH2:3][CH2:4][O:5][C:6]1[CH:7]=[C:8]2[CH:14]=[C:13]([C:15]([N:17]3[CH2:22][CH2:21][C:20]([F:24])([F:23])[CH2:19][CH2:18]3)=[O:16])[NH:12][C:9]2=[N:10][CH:11]=1.Cl.[CH3:26][C@@H:27]1[CH2:31][CH2:30][CH2:29][NH:28]1.C(=O)([O-])[O-].[K+].[K+]. (4) Given the product [Cl:1][C:2]1[CH:3]=[CH:4][CH:5]=[C:6]2[C:11]=1[N:10]=[C:9]([C:12]1[CH:17]=[CH:16][CH:15]=[CH:14][C:13]=1[C:18]([F:21])([F:20])[F:19])[C:8]([CH2:22][Cl:26])=[CH:7]2, predict the reactants needed to synthesize it. The reactants are: [Cl:1][C:2]1[CH:3]=[CH:4][CH:5]=[C:6]2[C:11]=1[N:10]=[C:9]([C:12]1[CH:17]=[CH:16][CH:15]=[CH:14][C:13]=1[C:18]([F:21])([F:20])[F:19])[C:8]([CH2:22]O)=[CH:7]2.O=S(Cl)[Cl:26].